Predict the reaction yield, written as a fraction of the theoretical maximum amount of product (1.0 means a 100% yield; for example, 0.34 means a 34% yield). From a dataset of Reaction yield outcomes from USPTO patents with 853,638 reactions. (1) The reactants are [F:1][C:2]1[CH:18]=[C:17]([N+:19]([O-])=O)[CH:16]=[CH:15][C:3]=1[O:4][C:5]1[C:10]2=[C:11]([CH3:14])[CH:12]=[CH:13][N:9]2[N:8]=[CH:7][N:6]=1.[Cl-].[NH4+]. The catalyst is CO.O1CCCC1.[Zn]. The product is [F:1][C:2]1[CH:18]=[C:17]([NH2:19])[CH:16]=[CH:15][C:3]=1[O:4][C:5]1[C:10]2=[C:11]([CH3:14])[CH:12]=[CH:13][N:9]2[N:8]=[CH:7][N:6]=1. The yield is 0.920. (2) The reactants are C1COCC1.[N:6]([CH2:9][C:10]1[CH:15]=[C:14]([Br:16])[CH:13]=[CH:12][C:11]=1[Cl:17])=[N+]=[N-].C1(P(C2C=CC=CC=2)C2C=CC=CC=2)C=CC=CC=1. The catalyst is O. The product is [ClH:17].[Br:16][C:14]1[CH:13]=[CH:12][C:11]([Cl:17])=[C:10]([CH2:9][NH2:6])[CH:15]=1. The yield is 0.730. (3) The reactants are CO.[CH3:3][O:4][C:5]1[CH:10]=[CH:9][CH:8]=[C:7]([O:11][CH3:12])[C:6]=1[C:13]1[C:21]2[C:16](=[N:17][CH:18]=[C:19]([C:22]3[CH:23]=[C:24]([C:28]([N:30]4[CH2:35][CH2:34][O:33][CH2:32][CH2:31]4)=[O:29])[CH:25]=[CH:26][CH:27]=3)[CH:20]=2)[N:15](S(C2C=CC(C)=CC=2)(=O)=O)[CH:14]=1.[OH-].[K+]. The catalyst is O. The product is [CH3:3][O:4][C:5]1[CH:10]=[CH:9][CH:8]=[C:7]([O:11][CH3:12])[C:6]=1[C:13]1[C:21]2[C:16](=[N:17][CH:18]=[C:19]([C:22]3[CH:23]=[C:24]([C:28]([N:30]4[CH2:31][CH2:32][O:33][CH2:34][CH2:35]4)=[O:29])[CH:25]=[CH:26][CH:27]=3)[CH:20]=2)[NH:15][CH:14]=1. The yield is 0.310. (4) The reactants are Cl[CH2:2][C:3]([N:5]1[CH2:10][CH2:9][N:8]([S:11]([C:14]2[CH:23]=[CH:22][C:21]3[C:16](=[CH:17][CH:18]=[CH:19][CH:20]=3)[CH:15]=2)(=[O:13])=[O:12])[CH2:7][CH2:6]1)=[O:4].[F:24][C:25]([F:38])([F:37])[C:26]1[CH:31]=[CH:30][C:29]([CH2:32]CC(O)=O)=[CH:28][CH:27]=1.CCN(C(C)C)C(C)C.CN(C(ON1N=NC2C=CC=NC1=2)=[N+](C)C)C.F[P-](F)(F)(F)(F)F. The catalyst is C(Cl)Cl. The product is [CH:15]1[C:16]2[C:21](=[CH:20][CH:19]=[CH:18][CH:17]=2)[CH:22]=[CH:23][C:14]=1[S:11]([N:8]1[CH2:9][CH2:10][N:5]([C:3](=[O:4])[CH2:2][CH2:32][C:29]2[CH:28]=[CH:27][C:26]([C:25]([F:24])([F:37])[F:38])=[CH:31][CH:30]=2)[CH2:6][CH2:7]1)(=[O:13])=[O:12]. The yield is 0.901. (5) The reactants are [OH:1][C@@H:2]1[CH2:7][CH2:6][C@H:5]([N:8]2[C:13](=[O:14])[C:12]([CH2:15][C:16]3[CH:21]=[CH:20][C:19]([C:22]4[C:23]([C:28]#[N:29])=[CH:24][CH:25]=[CH:26][CH:27]=4)=[CH:18][CH:17]=3)=[C:11]([CH2:30][CH2:31][CH3:32])[N:10]3[N:33]=[CH:34][N:35]=[C:9]23)[CH2:4][CH2:3]1.[Br:36][C:37]1[CH:42]=[CH:41][C:40](O)=[CH:39][CH:38]=1.C1(P(C2C=CC=CC=2)C2C=CC=CC=2)C=CC=CC=1.N(C(OC(C)C)=O)=NC(OC(C)C)=O.Cl. The catalyst is O1CCCC1. The product is [Br:36][C:37]1[CH:42]=[CH:41][C:40]([O:1][C@H:2]2[CH2:7][CH2:6][C@H:5]([N:8]3[C:13](=[O:14])[C:12]([CH2:15][C:16]4[CH:21]=[CH:20][C:19]([C:22]5[C:23]([C:28]#[N:29])=[CH:24][CH:25]=[CH:26][CH:27]=5)=[CH:18][CH:17]=4)=[C:11]([CH2:30][CH2:31][CH3:32])[N:10]4[N:33]=[CH:34][N:35]=[C:9]34)[CH2:4][CH2:3]2)=[CH:39][CH:38]=1. The yield is 0.400. (6) The reactants are [CH2:1]([O:8][N:9]([C@H:17]([CH:20]=[CH2:21])[CH2:18]O)[C:10](=[O:16])[O:11][C:12]([CH3:15])([CH3:14])[CH3:13])[C:2]1[CH:7]=[CH:6][CH:5]=[CH:4][CH:3]=1.[C:22]1(=[O:32])[NH:26][C:25](=[O:27])[C:24]2=[CH:28][CH:29]=[CH:30][CH:31]=[C:23]12.C1(P(C2C=CC=CC=2)C2C=CC=CC=2)C=CC=CC=1.CC(OC(/N=N/C(OC(C)C)=O)=O)C. The catalyst is C1(C)C=CC=CC=1.C1COCC1. The product is [CH2:1]([O:8][N:9]([C@H:17]([CH:20]=[CH2:21])[CH2:18][N:26]1[C:22](=[O:32])[C:23]2[C:24](=[CH:28][CH:29]=[CH:30][CH:31]=2)[C:25]1=[O:27])[C:10](=[O:16])[O:11][C:12]([CH3:15])([CH3:14])[CH3:13])[C:2]1[CH:7]=[CH:6][CH:5]=[CH:4][CH:3]=1. The yield is 0.790. (7) The reactants are [C:1](O)(=O)[CH3:2].[NH2:5]/[C:6](=[N:18]\[OH:19])/[C:7]([NH:10][C:11](=[O:17])[O:12][C:13]([CH3:16])([CH3:15])[CH3:14])([CH3:9])[CH3:8]. The catalyst is CN(C=O)C. The product is [CH3:1][C:2]1[O:19][N:18]=[C:6]([C:7]([NH:10][C:11](=[O:17])[O:12][C:13]([CH3:14])([CH3:16])[CH3:15])([CH3:9])[CH3:8])[N:5]=1. The yield is 0.800. (8) The reactants are [CH2:1]([C:3]1[C:24]([NH:25][CH2:26][CH2:27][N:28]2[CH2:33][CH2:32][O:31][CH2:30][CH2:29]2)=[CH:23][C:6]2[C:7]([CH3:22])([CH3:21])[C:8]3[NH:9][C:10]4[C:15]([C:16]=3[C:17](=[O:18])[C:5]=2[CH:4]=1)=[CH:14][CH:13]=[C:12]([C:19]#[N:20])[CH:11]=4)[CH3:2].[C:34]([O-:37])([O-])=O.[K+].[K+]. The catalyst is CN(C=O)C.C(OCC)(=O)C. The product is [CH2:1]([C:3]1[C:24]([NH:25][CH2:26][CH2:27][N:28]2[CH2:33][CH2:32][O:31][CH2:30][CH2:29]2)=[CH:23][C:6]2[C:7]([CH3:22])([CH3:21])[C:8]3[N:9]([CH2:26][CH2:27][N:28]4[CH2:33][CH2:34][O:37][CH2:30][CH2:29]4)[C:10]4[C:15]([C:16]=3[C:17](=[O:18])[C:5]=2[CH:4]=1)=[CH:14][CH:13]=[C:12]([C:19]#[N:20])[CH:11]=4)[CH3:2]. The yield is 0.580. (9) The catalyst is C(O)(=O)C.[Zn]. The reactants are [Cl:1][C:2]1[CH:25]=[CH:24][C:5]([CH2:6][NH:7][C:8]2[C:17]3[C:12](=[C:13]([C:21]([NH2:23])=[O:22])[CH:14]=[C:15]([N+:18]([O-])=O)[CH:16]=3)[N:11]=[CH:10][N:9]=2)=[CH:4][C:3]=1[C:26]([F:29])([F:28])[F:27]. The product is [NH2:18][C:15]1[CH:16]=[C:17]2[C:12](=[C:13]([C:21]([NH2:23])=[O:22])[CH:14]=1)[N:11]=[CH:10][N:9]=[C:8]2[NH:7][CH2:6][C:5]1[CH:24]=[CH:25][C:2]([Cl:1])=[C:3]([C:26]([F:28])([F:29])[F:27])[CH:4]=1. The yield is 0.680. (10) The reactants are Br[C:2]1[N:3]=[CH:4][N:5]([CH3:7])[CH:6]=1.CC1(C)C(C)(C)OB([C:16]2[CH:17]=[C:18]3[C:23](=[C:24]([O:26][CH2:27][O:28][CH2:29][CH2:30][Si:31]([CH3:34])([CH3:33])[CH3:32])[CH:25]=2)[N:22]=[CH:21][N:20]([CH2:35][O:36][CH2:37][CH2:38][Si:39]([CH3:42])([CH3:41])[CH3:40])[C:19]3=[O:43])O1.C(=O)([O-])[O-].[K+].[K+].O. The catalyst is CN(C)C=O.C1(P([C-]2C=CC=C2)C2C=CC=CC=2)C=CC=CC=1.[C-]1(P(C2C=CC=CC=2)C2C=CC=CC=2)C=CC=C1.[Fe+2].[Pd](Cl)Cl. The product is [CH3:7][N:5]1[CH:6]=[C:2]([C:16]2[CH:17]=[C:18]3[C:23](=[C:24]([O:26][CH2:27][O:28][CH2:29][CH2:30][Si:31]([CH3:34])([CH3:32])[CH3:33])[CH:25]=2)[N:22]=[CH:21][N:20]([CH2:35][O:36][CH2:37][CH2:38][Si:39]([CH3:42])([CH3:41])[CH3:40])[C:19]3=[O:43])[N:3]=[CH:4]1. The yield is 0.200.